This data is from NCI-60 drug combinations with 297,098 pairs across 59 cell lines. The task is: Regression. Given two drug SMILES strings and cell line genomic features, predict the synergy score measuring deviation from expected non-interaction effect. (1) Drug 1: C(=O)(N)NO. Drug 2: CC1C(C(CC(O1)OC2CC(CC3=C2C(=C4C(=C3O)C(=O)C5=CC=CC=C5C4=O)O)(C(=O)C)O)N)O. Cell line: SF-539. Synergy scores: CSS=41.6, Synergy_ZIP=-1.91, Synergy_Bliss=-1.60, Synergy_Loewe=-7.69, Synergy_HSA=0.284. (2) Drug 1: C1=CC=C(C=C1)NC(=O)CCCCCCC(=O)NO. Drug 2: COCCOC1=C(C=C2C(=C1)C(=NC=N2)NC3=CC=CC(=C3)C#C)OCCOC. Cell line: HT29. Synergy scores: CSS=68.1, Synergy_ZIP=0.923, Synergy_Bliss=3.03, Synergy_Loewe=1.89, Synergy_HSA=6.47.